Dataset: Full USPTO retrosynthesis dataset with 1.9M reactions from patents (1976-2016). Task: Predict the reactants needed to synthesize the given product. (1) Given the product [CH3:12][N:7]1[C:6]([CH2:5][C:4]([NH:15][NH2:16])=[O:3])=[CH:10][C:9]([CH3:11])=[N:8]1, predict the reactants needed to synthesize it. The reactants are: C([O:3][C:4](=O)[CH2:5][C:6]1[N:7]([CH3:12])[N:8]=[C:9]([CH3:11])[CH:10]=1)C.O.[NH2:15][NH2:16]. (2) Given the product [N:26]1[CH:25]=[CH:24][N:23]=[C:22]2[NH:27][C:19]([C:12]3[C:13]4[C:18](=[CH:17][CH:16]=[CH:15][CH:14]=4)[N:10]([CH2:9][CH2:8][CH2:7][OH:6])[CH:11]=3)=[CH:20][C:21]=12, predict the reactants needed to synthesize it. The reactants are: C([Si](C)(C)[O:6][CH2:7][CH2:8][CH2:9][N:10]1[C:18]2[C:13](=[CH:14][CH:15]=[CH:16][CH:17]=2)[C:12]([C:19]2[NH:27][C:22]3=[N:23][CH:24]=[CH:25][N:26]=[C:21]3[CH:20]=2)=[CH:11]1)(C)(C)C.[F-].C([N+](CCCC)(CCCC)CCCC)CCC. (3) Given the product [OH:20][N:18]([CH3:19])[C:17]([C:16]1[C:10]2[CH2:9][NH:8][CH2:13][CH2:12][C:11]=2[NH:14][N:15]=1)=[O:21], predict the reactants needed to synthesize it. The reactants are: C(OC([N:8]1[CH2:13][CH2:12][C:11]2[NH:14][N:15]=[C:16]([C:17](=[O:21])[N:18]([OH:20])[CH3:19])[C:10]=2[CH2:9]1)=O)(C)(C)C.Cl.O1CCOCC1. (4) Given the product [C:56]([O:60][C:61]([N:63]1[CH2:64][CH:65]=[C:66]([C:21]2[N:20]=[CH:19][C:16]3[C:17]4[N:11]([CH2:12][CH2:13][O:14][C:15]=3[CH:22]=2)[CH:10]=[C:9]([C:8]2[N:4]([CH:1]([CH3:3])[CH3:2])[N:5]=[CH:6][N:7]=2)[N:18]=4)[CH2:67][CH2:68]1)=[O:62])([CH3:59])([CH3:57])[CH3:58], predict the reactants needed to synthesize it. The reactants are: [CH:1]([N:4]1[C:8]([C:9]2[N:18]=[C:17]3[N:11]([CH2:12][CH2:13][O:14][C:15]4[CH:22]=[C:21](OS(C(F)(F)F)(=O)=O)[N:20]=[CH:19][C:16]=43)[CH:10]=2)=[N:7][CH:6]=[N:5]1)([CH3:3])[CH3:2].C(=O)([O-])[O-].[Na+].[Na+].C1(P(C2C=CC=CC=2)C2C=CC=CC=2)C=CC=CC=1.[C:56]([O:60][C:61]([N:63]1[CH2:68][CH:67]=[C:66](B2OC(C)(C)C(C)(C)O2)[CH2:65][CH2:64]1)=[O:62])([CH3:59])([CH3:58])[CH3:57]. (5) Given the product [N:1]1([C:5]([C:7]2[N:8]=[CH:9][C:10]([O:13][C:14]3[CH:15]=[C:16]([CH:21]=[C:22]([O:24][C@@H:25]([CH3:29])[CH2:26][O:27][CH3:28])[CH:23]=3)[C:17]([OH:19])=[O:18])=[N:11][CH:12]=2)=[O:6])[CH2:4][CH2:3][CH2:2]1, predict the reactants needed to synthesize it. The reactants are: [N:1]1([C:5]([C:7]2[N:8]=[CH:9][C:10]([O:13][C:14]3[CH:15]=[C:16]([CH:21]=[C:22]([O:24][C@@H:25]([CH3:29])[CH2:26][O:27][CH3:28])[CH:23]=3)[C:17]([O:19]C)=[O:18])=[N:11][CH:12]=2)=[O:6])[CH2:4][CH2:3][CH2:2]1.[OH-].[Na+].C(O)(=O)C.Cl. (6) Given the product [F:27][C:11]1[CH:10]=[C:9]([C:4]2[C:3]([C:1]#[N:2])=[CH:8][CH:7]=[CH:6][CH:5]=2)[CH:14]=[CH:13][C:12]=1[CH2:15][C:16]1[C:17](=[O:18])[N:34]([CH:35]2[CH2:40][CH2:39][O:38][CH2:37][CH2:36]2)[C:31]2[N:32]([N:33]=[C:29]([CH3:28])[N:30]=2)[C:22]=1[CH2:23][CH2:24][CH3:25], predict the reactants needed to synthesize it. The reactants are: [C:1]([C:3]1[CH:8]=[CH:7][CH:6]=[CH:5][C:4]=1[C:9]1[CH:14]=[CH:13][C:12]([CH2:15][CH:16]([C:22](=O)[CH2:23][CH2:24][CH3:25])[C:17](OCC)=[O:18])=[C:11]([F:27])[CH:10]=1)#[N:2].[CH3:28][C:29]1[NH:30][C:31]([NH:34][CH:35]2[CH2:40][CH2:39][O:38][CH2:37][CH2:36]2)=[N:32][N:33]=1. (7) Given the product [N:25]1([CH2:32][CH2:33][O:34][C:35]2[CH:43]=[CH:42][C:38]([CH2:39][N:59]([CH2:58][CH3:57])[C:60]3[CH:65]=[C:64]([O:66][CH3:67])[CH:63]=[CH:62][C:61]=3[CH:68]3[C:77]([CH3:79])([CH3:78])[CH2:76][C:75]4[C:70](=[CH:71][CH:72]=[C:73]([O:80][CH3:81])[CH:74]=4)[CH2:69]3)=[CH:37][CH:36]=2)[CH2:31][CH2:30][CH2:29][CH2:28][CH2:27][CH2:26]1, predict the reactants needed to synthesize it. The reactants are: COC1C=CC(C2C(C)(C)CC3C(=CC=C(OC)C=3)C2)=C(N)C=1.Cl.[N:25]1([CH2:32][CH2:33][O:34][C:35]2[CH:43]=[CH:42][C:38]([C:39](O)=O)=[CH:37][CH:36]=2)[CH2:31][CH2:30][CH2:29][CH2:28][CH2:27][CH2:26]1.N1(CCOC2C=C[C:57]([CH2:58][NH:59][C:60]3[CH:65]=[C:64]([O:66][CH3:67])[CH:63]=[CH:62][C:61]=3[CH:68]3[C:77]([CH3:79])([CH3:78])[CH2:76][C:75]4[C:70](=[CH:71][CH:72]=[C:73]([O:80][CH3:81])[CH:74]=4)[CH2:69]3)=CC=2)CCCCCC1. (8) Given the product [C:30]([N:18]([C:15]1[CH:16]=[CH:17][C:12]([O:11][C:10]2[CH:24]=[CH:25][C:26]([CH2:28][CH3:29])=[CH:27][C:9]=2[O:8][CH2:1][C:2]2[CH:3]=[CH:4][CH:5]=[CH:6][CH:7]=2)=[C:13]([F:23])[CH:14]=1)[CH2:19][CH2:20][CH2:21][NH2:22])(=[O:32])[CH3:31], predict the reactants needed to synthesize it. The reactants are: [CH2:1]([O:8][C:9]1[CH:27]=[C:26]([CH2:28][CH3:29])[CH:25]=[CH:24][C:10]=1[O:11][C:12]1[CH:17]=[CH:16][C:15]([NH:18][CH2:19][CH2:20][CH2:21][NH2:22])=[CH:14][C:13]=1[F:23])[C:2]1[CH:7]=[CH:6][CH:5]=[CH:4][CH:3]=1.[C:30](OC(=O)C)(=[O:32])[CH3:31]. (9) Given the product [CH3:21][N:22]([CH3:24])[CH:23]=[C:11]1[CH2:10][C:5]2([O:9][CH2:8][CH2:7][O:6]2)[CH2:4][CH:3]([C:12]([O:14][CH3:15])=[O:13])[C:2]1=[O:1], predict the reactants needed to synthesize it. The reactants are: [O:1]=[C:2]1[CH2:11][CH2:10][C:5]2([O:9][CH2:8][CH2:7][O:6]2)[CH2:4][CH:3]1[C:12]([O:14][CH3:15])=[O:13].C(O[CH:21](N(C)C)[N:22]([CH3:24])[CH3:23])(C)(C)C. (10) Given the product [CH3:16][O:15][C:12]1[CH:13]=[CH:14][C:9]([CH2:8][N:6]2[CH:7]=[C:26]([Si:27]([CH3:30])([CH3:29])[CH3:28])[C:25]3[C:24]4[C:19]([NH:18][C:4]=3[C:5]2=[O:17])=[N:20][CH:21]=[C:22]([CH3:31])[CH:23]=4)=[CH:10][CH:11]=1, predict the reactants needed to synthesize it. The reactants are: ClC1N=[C:4]([NH:18][C:19]2[C:24]([C:25]#[C:26][Si:27]([CH3:30])([CH3:29])[CH3:28])=[CH:23][C:22]([CH3:31])=[CH:21][N:20]=2)[C:5](=[O:17])[N:6]([CH2:8][C:9]2[CH:14]=[CH:13][C:12]([O:15][CH3:16])=[CH:11][CH:10]=2)[CH:7]=1.C1(C)C=CC=CC=1.